This data is from Peptide-MHC class I binding affinity with 185,985 pairs from IEDB/IMGT. The task is: Regression. Given a peptide amino acid sequence and an MHC pseudo amino acid sequence, predict their binding affinity value. This is MHC class I binding data. (1) The MHC is HLA-A68:02 with pseudo-sequence HLA-A68:02. The binding affinity (normalized) is 0. The peptide sequence is YIEDELRRA. (2) The peptide sequence is QVPLRPMTFK. The MHC is HLA-B15:03 with pseudo-sequence HLA-B15:03. The binding affinity (normalized) is 0. (3) The peptide sequence is WDAYIPHYV. The MHC is HLA-A02:19 with pseudo-sequence HLA-A02:19. The binding affinity (normalized) is 0.0847. (4) The MHC is Mamu-B8701 with pseudo-sequence Mamu-B8701. The peptide sequence is QQEKNMYEL. The binding affinity (normalized) is 0.00869. (5) The peptide sequence is VILKDPRIA. The MHC is HLA-A02:02 with pseudo-sequence HLA-A02:02. The binding affinity (normalized) is 0.143. (6) The MHC is HLA-A11:01 with pseudo-sequence HLA-A11:01. The peptide sequence is STSNPLGFFP. The binding affinity (normalized) is 0.0609.